This data is from Reaction yield outcomes from USPTO patents with 853,638 reactions. The task is: Predict the reaction yield, written as a fraction of the theoretical maximum amount of product (1.0 means a 100% yield; for example, 0.34 means a 34% yield). (1) The reactants are [C:1](Cl)(=[O:10])[CH:2]=[CH:3][C:4]1[CH:9]=[CH:8][CH:7]=[CH:6][CH:5]=1.[NH2:12][C:13]1[CH:18]=[CH:17][C:16]([OH:19])=[CH:15][CH:14]=1.ClCCl. The catalyst is CN(C1C=CN=CC=1)C.N1C=CC=CC=1. The product is [C:4]1(/[CH:3]=[CH:2]/[C:1]([NH:12][C:13]2[CH:18]=[CH:17][C:16]([O:19][C:1](=[O:10])/[CH:2]=[CH:3]/[C:4]3[CH:9]=[CH:8][CH:7]=[CH:6][CH:5]=3)=[CH:15][CH:14]=2)=[O:10])[CH:9]=[CH:8][CH:7]=[CH:6][CH:5]=1. The yield is 0.890. (2) The catalyst is C(OCC)C.C1C=CC([P]([Pd]([P](C2C=CC=CC=2)(C2C=CC=CC=2)C2C=CC=CC=2)([P](C2C=CC=CC=2)(C2C=CC=CC=2)C2C=CC=CC=2)[P](C2C=CC=CC=2)(C2C=CC=CC=2)C2C=CC=CC=2)(C2C=CC=CC=2)C2C=CC=CC=2)=CC=1. The reactants are Br[C:2]1[CH:3]=[N:4][C:5]2[N:6]([N:8]=[CH:9][CH:10]=2)[CH:7]=1.[N:11]1[CH:16]=[CH:15][CH:14]=[CH:13][C:12]=1[C:17]1[C:18](B(O)O)=[C:19]2[CH2:24][CH2:23][CH2:22][N:20]2[N:21]=1.C(=O)([O-])[O-].[K+].[K+].CS(C)=O. The product is [N:11]1[CH:16]=[CH:15][CH:14]=[CH:13][C:12]=1[C:17]1[C:18]([C:2]2[CH:3]=[N:4][C:5]3[N:6]([N:8]=[CH:9][CH:10]=3)[CH:7]=2)=[C:19]2[CH2:24][CH2:23][CH2:22][N:20]2[N:21]=1. The yield is 0.260.